Task: Predict the reaction yield, written as a fraction of the theoretical maximum amount of product (1.0 means a 100% yield; for example, 0.34 means a 34% yield).. Dataset: Reaction yield outcomes from USPTO patents with 853,638 reactions (1) The reactants are C(OC(=O)[NH:10][CH2:11][C@@H:12]([OH:42])[C@@H:13]([NH:21][C:22]([C:24]1[CH:29]=[C:28]([O:30][CH2:31][CH2:32][CH2:33][CH2:34][CH3:35])[CH:27]=[C:26]([N:36]2[CH2:40][CH2:39][CH2:38][C:37]2=[O:41])[CH:25]=1)=[O:23])[CH2:14][C:15]1[CH:20]=[CH:19][CH:18]=[CH:17][CH:16]=1)C1C=CC=CC=1.CCO. The catalyst is [Pd].O. The product is [NH2:10][CH2:11][C@@H:12]([OH:42])[C@@H:13]([NH:21][C:22](=[O:23])[C:24]1[CH:29]=[C:28]([O:30][CH2:31][CH2:32][CH2:33][CH2:34][CH3:35])[CH:27]=[C:26]([N:36]2[CH2:40][CH2:39][CH2:38][C:37]2=[O:41])[CH:25]=1)[CH2:14][C:15]1[CH:20]=[CH:19][CH:18]=[CH:17][CH:16]=1. The yield is 0.660. (2) The reactants are [NH2:1][C:2]1[CH:3]=[C:4]([CH3:16])[CH:5]=[C:6]2[C:10]=1[NH:9][C:8]([C:11]([O:13][CH2:14][CH3:15])=[O:12])=[CH:7]2.[S:17]1[CH:21]=[CH:20][CH:19]=[C:18]1[S:22](Cl)(=[O:24])=[O:23]. The catalyst is N1C=CC=CC=1. The product is [CH3:16][C:4]1[CH:5]=[C:6]2[C:10](=[C:2]([NH:1][S:22]([C:18]3[S:17][CH:21]=[CH:20][CH:19]=3)(=[O:24])=[O:23])[CH:3]=1)[NH:9][C:8]([C:11]([O:13][CH2:14][CH3:15])=[O:12])=[CH:7]2. The yield is 0.910. (3) The reactants are C([N:8]1[C:16]([CH3:18])([CH3:17])[C:15]2[C:10](=[CH:11][CH:12]=[CH:13][CH:14]=2)[C:9]1([CH3:20])[CH3:19])C1C=CC=CC=1. The catalyst is CC(O)=O.[Pd]. The product is [CH3:17][C:16]1([CH3:18])[C:15]2[C:10](=[CH:11][CH:12]=[CH:13][CH:14]=2)[C:9]([CH3:20])([CH3:19])[NH:8]1. The yield is 0.950.